This data is from Catalyst prediction with 721,799 reactions and 888 catalyst types from USPTO. The task is: Predict which catalyst facilitates the given reaction. (1) Reactant: C([O:5][C:6]([C:8]1([NH:11][C:12]([C:14]2[N:18]3[C@@:19]([CH2:32][C:33]4[CH:38]=[CH:37][C:36]([C:39]#[N:40])=[CH:35][CH:34]=4)([CH3:31])[C:20](=[O:30])[N:21]([C:22]4[CH:27]=[C:26]([Cl:28])[CH:25]=[C:24]([Cl:29])[CH:23]=4)[C:17]3=[N:16][CH:15]=2)=[O:13])[CH2:10][CH2:9]1)=[O:7])(C)(C)C.C(O)(C(F)(F)F)=O. Product: [C:39]([C:36]1[CH:37]=[CH:38][C:33]([CH2:32][C@@:19]2([CH3:31])[N:18]3[C:14]([C:12]([NH:11][C:8]4([C:6]([OH:7])=[O:5])[CH2:9][CH2:10]4)=[O:13])=[CH:15][N:16]=[C:17]3[N:21]([C:22]3[CH:27]=[C:26]([Cl:28])[CH:25]=[C:24]([Cl:29])[CH:23]=3)[C:20]2=[O:30])=[CH:34][CH:35]=1)#[N:40]. The catalyst class is: 2. (2) Reactant: O=C1C2C(=CC=CC=2)C(=O)[N:3]1[CH2:12][C:13]1([NH:16][C:17](=[O:23])[O:18][C:19]([CH3:22])([CH3:21])[CH3:20])[CH2:15][CH2:14]1.O.NN.O.O.[C:29]([OH:34])(=[O:33])[C:30]([OH:32])=[O:31]. Product: [C:29]([OH:34])(=[O:33])[C:30]([OH:32])=[O:31].[NH2:3][CH2:12][C:13]1([NH:16][C:17](=[O:23])[O:18][C:19]([CH3:21])([CH3:20])[CH3:22])[CH2:14][CH2:15]1. The catalyst class is: 5. (3) Reactant: [N+:1]([C:4]1[CH:9]=[CH:8][CH:7]=[CH:6][C:5]=1[N:10]=[C:11]=[O:12])([O-:3])=[O:2].N1C=CC([N:19]2[CH2:24][CH2:23][CH:22]([CH2:25][OH:26])[CH2:21][CH2:20]2)=CC=1. Product: [N+:1]([C:4]1[CH:9]=[CH:8][CH:7]=[CH:6][C:5]=1[NH:10][C:11]([O:26][CH:25]([CH:22]1[CH2:21][CH2:20][NH:19][CH2:24][CH2:23]1)[C:22]1[CH:23]=[CH:24][N:19]=[CH:20][CH:21]=1)=[O:12])([O-:3])=[O:2]. The catalyst class is: 2. (4) The catalyst class is: 119. Reactant: [C:1]([O:5][C:6]([NH:8][C@@H:9]([C:11]1[CH:20]=[CH:19][C:18]2[C:13](=[CH:14][C:15](/[CH:21]=[CH:22]/[C:23]3([C:29]([OH:31])=[O:30])[CH2:28][CH2:27][CH2:26][CH2:25][O:24]3)=[CH:16][CH:17]=2)[N:12]=1)[CH3:10])=[O:7])([CH3:4])([CH3:3])[CH3:2].C(N(CC)C(C)C)(C)C.CC1C=CC=C([N+]([O-])=O)C=1C(OC(=O)C1C([N+]([O-])=O)=CC=CC=1C)=O.[Cl:66][C:67]([Cl:91])([Cl:90])[CH2:68][O:69][C:70]([C@@H:72]1[CH2:77][CH2:76][CH2:75][N:74]([C:78](=[O:89])[C@@H:79]([NH:81][C:82](=[O:88])[C@@H:83](O)[CH:84]([CH3:86])[CH3:85])[CH3:80])[NH:73]1)=[O:71]. Product: [Cl:90][C:67]([Cl:66])([Cl:91])[CH2:68][O:69][C:70]([C@@H:72]1[CH2:77][CH2:76][CH2:75][N:74]([C:78](=[O:89])[C@@H:79]([NH:81][C:82](=[O:88])[C@@H:83]([O:30][C:29]([C:23]2(/[CH:22]=[CH:21]/[C:15]3[CH:14]=[C:13]4[C:18]([CH:19]=[CH:20][C:11]([C@H:9]([NH:8][C:6]([O:5][C:1]([CH3:2])([CH3:3])[CH3:4])=[O:7])[CH3:10])=[N:12]4)=[CH:17][CH:16]=3)[CH2:28][CH2:27][CH2:26][CH2:25][O:24]2)=[O:31])[CH:84]([CH3:85])[CH3:86])[CH3:80])[NH:73]1)=[O:71].